Task: Predict the product of the given reaction.. Dataset: Forward reaction prediction with 1.9M reactions from USPTO patents (1976-2016) Given the reactants Cl[CH2:2][CH2:3][CH2:4][O:5][C:6]1[CH:7]=[N:8][CH:9]=[CH:10][CH:11]=1.[OH-].[NH4+:13], predict the reaction product. The product is: [N:8]1[CH:9]=[CH:10][CH:11]=[C:6]([O:5][CH2:4][CH2:3][CH2:2][NH2:13])[CH:7]=1.